From a dataset of Forward reaction prediction with 1.9M reactions from USPTO patents (1976-2016). Predict the product of the given reaction. (1) Given the reactants Br[C:2]1[C:3]2[CH2:10][CH2:9][CH:8]([NH:11][S:12]([CH2:15][CH3:16])(=[O:14])=[O:13])[C:4]=2[CH:5]=[N:6][CH:7]=1.[F:17][C:18]1[CH:19]=[C:20](B(O)O)[CH:21]=[CH:22][C:23]=1[C:24]([F:27])([F:26])[F:25], predict the reaction product. The product is: [F:17][C:18]1[CH:19]=[C:20]([C:2]2[C:3]3[CH2:10][CH2:9][CH:8]([NH:11][S:12]([CH2:15][CH3:16])(=[O:14])=[O:13])[C:4]=3[CH:5]=[N:6][CH:7]=2)[CH:21]=[CH:22][C:23]=1[C:24]([F:25])([F:26])[F:27]. (2) Given the reactants [CH:1]1[C:11]2[CH2:10][CH2:9][C:8]3[CH:12]=[CH:13][CH:14]=[CH:15][C:7]=3[C:6](=[CH:16][C:17]3[CH:18]=[CH:19][C:20]([O:24][CH3:25])=[C:21]([NH2:23])[CH:22]=3)[C:5]=2[CH:4]=[CH:3][CH:2]=1.[CH3:26][S:27](Cl)(=[O:29])=[O:28], predict the reaction product. The product is: [CH:12]1[C:8]2[CH2:9][CH2:10][C:11]3[CH:1]=[CH:2][CH:3]=[CH:4][C:5]=3[C:6](=[CH:16][C:17]3[CH:18]=[CH:19][C:20]([O:24][CH3:25])=[C:21]([NH:23][S:27]([CH3:26])(=[O:29])=[O:28])[CH:22]=3)[C:7]=2[CH:15]=[CH:14][CH:13]=1. (3) Given the reactants C1(C2[N:13]=[C:12](N3CCN(C4C=CC=CC=4OC)CC3)[C:11]3[C:6](=[CH:7][C:8]([O:30][CH3:31])=[C:9](OC)[CH:10]=3)N=2)CC1.[CH:32]1([C:36]#[N:37])[CH2:35][CH2:34][CH2:33]1.Cl.[O:39]1CCOCC1, predict the reaction product. The product is: [CH:32]1([C:36]2[N:13]=[C:12]([OH:39])[C:11]3[C:6](=[CH:7][C:8]([O:30][CH3:31])=[CH:9][CH:10]=3)[N:37]=2)[CH2:35][CH2:34][CH2:33]1. (4) Given the reactants [CH3:1][C@@H:2]1[CH2:6][S:5](=[O:8])(=[O:7])[NH:4][CH2:3]1.Br[C:10]1[CH:15]=[CH:14][C:13]([C:16]([N:18]2[CH2:23][CH2:22][N:21]([C:24]3[C:29]([CH3:30])=[CH:28][C:27]([CH:31]4[CH2:33][CH2:32]4)=[CH:26][N:25]=3)[CH2:20][CH2:19]2)=[O:17])=[C:12]([CH3:34])[CH:11]=1, predict the reaction product. The product is: [CH:31]1([C:27]2[CH:28]=[C:29]([CH3:30])[C:24]([N:21]3[CH2:22][CH2:23][N:18]([C:16]([C:13]4[CH:14]=[CH:15][C:10]([N:4]5[CH2:3][C@H:2]([CH3:1])[CH2:6][S:5]5(=[O:8])=[O:7])=[CH:11][C:12]=4[CH3:34])=[O:17])[CH2:19][CH2:20]3)=[N:25][CH:26]=2)[CH2:32][CH2:33]1. (5) The product is: [CH:45]1[C:50]2=[C:51]3[C:60](=[CH:61][C:62]([C:41]4[CH:29]=[C:30]5[C:39]([CH:38]=[C:37]6[C:32](=[CH:31]5)[CH:33]=[CH:34][CH:35]=[CH:36]6)=[C:40]5[CH:27]=[CH:28][CH:44]=[CH:43][C:42]=45)=[C:49]2[CH:48]=[CH:47][CH:46]=1)[CH:59]=[C:58]1[C:53]([CH:54]=[CH:55][CH:56]=[CH:57]1)=[CH:52]3. Given the reactants BrC1C2C(C(C3C=CC4C(=CC=CC=4)C=3)=C3C=1C=CC=C3)=CC=CC=2.Br[C:27]1[CH:40]=[C:39]2[C:30]([CH:31]=[C:32]3[C:37](=[CH:38]2)[CH:36]=[CH:35][CH:34]=[CH:33]3)=[C:29]2[CH:41]=[CH:42][CH:43]=[CH:44][C:28]=12.[CH:45]1[C:50]2=[C:51]3[C:60](=[CH:61][CH:62]=[C:49]2[C:48](B(O)O)=[CH:47][CH:46]=1)[CH:59]=[C:58]1[C:53]([CH:54]=[CH:55][CH:56]=[CH:57]1)=[CH:52]3.C1C2C3C(C=C(B(O)O)C=2C=CC=1)=CC1C(=CC=CC=1)C=3, predict the reaction product. (6) The product is: [CH2:20]([N:4]1[C:5]2[C:10](=[CH:9][CH:8]=[CH:7][N:6]=2)[C:11]([C:12]2[CH:17]=[CH:16][CH:15]=[C:14]([O:18][CH3:19])[CH:13]=2)=[C:2]([NH:1][C:25]([NH:40][C:39]2[C:38]([CH:35]([CH3:37])[CH3:36])=[CH:44][CH:43]=[CH:42][C:41]=2[CH:45]([CH3:47])[CH3:46])=[O:26])[C:3]1=[O:24])[CH2:21][CH2:22][CH3:23]. Given the reactants [NH2:1][C:2]1[C:3](=[O:24])[N:4]([CH2:20][CH2:21][CH2:22][CH3:23])[C:5]2[C:10]([C:11]=1[C:12]1[CH:17]=[CH:16][CH:15]=[C:14]([O:18][CH3:19])[CH:13]=1)=[CH:9][CH:8]=[CH:7][N:6]=2.[C:25](Cl)(=O)[O:26]C1C=CC=CC=1.[CH:35]([C:38]1[CH:44]=[CH:43][CH:42]=[C:41]([CH:45]([CH3:47])[CH3:46])[C:39]=1[NH2:40])([CH3:37])[CH3:36], predict the reaction product. (7) Given the reactants [N:1]([O-])=O.[Na+].[Br:5][C:6]1[CH:7]=[C:8]([C:15]([O:17][CH3:18])=[O:16])[C:9]2[CH:10]=[CH:11][NH:12][C:13]=2[CH:14]=1.Cl.[OH2:20], predict the reaction product. The product is: [Br:5][C:6]1[CH:7]=[C:8]([C:15]([O:17][CH3:18])=[O:16])[C:9]2[C:10]([CH:11]=[O:20])=[N:1][NH:12][C:13]=2[CH:14]=1. (8) Given the reactants [CH2:1]([C:8]1[CH:9]=[C:10](I)[C:11]([OH:14])=[N:12][CH:13]=1)[C:2]1[CH:7]=[CH:6][CH:5]=[CH:4][CH:3]=1.[C:16]([C:18]1[CH:32]=[CH:31][C:21]([CH2:22][N:23]2[CH2:26][CH:25]([C:27]([O:29][CH3:30])=[O:28])[CH2:24]2)=[CH:20][C:19]=1[F:33])#[CH:17], predict the reaction product. The product is: [F:33][C:19]1[CH:20]=[C:21]([CH2:22][N:23]2[CH2:26][CH:25]([C:27]([O:29][CH3:30])=[O:28])[CH2:24]2)[CH:31]=[CH:32][C:18]=1[C:16]1[O:14][C:11]2=[N:12][CH:13]=[C:8]([CH2:1][C:2]3[CH:7]=[CH:6][CH:5]=[CH:4][CH:3]=3)[CH:9]=[C:10]2[CH:17]=1. (9) Given the reactants [F:1][C:2]1[CH:3]=[CH:4][CH:5]=[C:6]2[C:10]=1[NH:9][C:8](=[O:11])[C:7]2([CH3:13])[CH3:12].C(O)(=O)C.[Br:18]Br.S([O-])([O-])(=O)=S.[Na+].[Na+], predict the reaction product. The product is: [Br:18][C:4]1[CH:5]=[C:6]2[C:10](=[C:2]([F:1])[CH:3]=1)[NH:9][C:8](=[O:11])[C:7]2([CH3:13])[CH3:12]. (10) Given the reactants [C:1]1([CH3:24])[CH:6]=[CH:5][C:4]([C:7]2[N:8]=[C:9]3[CH2:23][CH2:22][CH2:21][NH:20][C:10]3=[N:11][C:12]=2[C:13]2[CH:18]=[CH:17][C:16]([CH3:19])=[CH:15][CH:14]=2)=[CH:3][CH:2]=1.[H-].[H-].[H-].[H-].[Li+].[Al+3].[OH-].[Na+].[O-]S([O-])(=O)=O.[Mg+2], predict the reaction product. The product is: [C:1]1([CH3:24])[CH:6]=[CH:5][C:4]([C:7]2[N:8]=[C:9]3[CH:23]=[CH:22][CH2:21][NH:20][C:10]3=[N:11][C:12]=2[C:13]2[CH:18]=[CH:17][C:16]([CH3:19])=[CH:15][CH:14]=2)=[CH:3][CH:2]=1.